From a dataset of Full USPTO retrosynthesis dataset with 1.9M reactions from patents (1976-2016). Predict the reactants needed to synthesize the given product. (1) Given the product [Cl:1][CH2:2][CH2:3][CH2:4][O:5][C:6]1[CH:7]=[CH:8][C:9]([CH2:10][OH:11])=[CH:12][CH:13]=1, predict the reactants needed to synthesize it. The reactants are: [Cl:1][CH2:2][CH2:3][CH2:4][O:5][C:6]1[CH:13]=[CH:12][C:9]([CH:10]=[O:11])=[CH:8][CH:7]=1.[BH4-].[Na+].[Cl-].[NH4+]. (2) Given the product [CH:14]1([C:11]2[C:3]3=[C:4]4[CH:10]=[CH:9][NH:8][C:5]4=[N:6][CH:7]=[C:2]3[NH:13][N:12]=2)[CH2:19][CH2:18][CH2:17][CH2:16][CH2:15]1, predict the reactants needed to synthesize it. The reactants are: Cl[C:2]1[C:3]([C:11]([CH:14]2[CH2:19][CH2:18][CH2:17][CH2:16][CH2:15]2)=[N:12][NH2:13])=[C:4]2[CH:10]=[CH:9][NH:8][C:5]2=[N:6][CH:7]=1.CC(C)([O-])C.[Na+]. (3) The reactants are: [O:1]1[CH2:5][CH2:4][CH2:3][CH:2]1[CH2:6][NH:7][C:8]1[N:13]=[CH:12][C:11]([C:14]2[NH:22][C:21]3[C:20](=[O:23])[N:19]([CH2:24][CH2:25][CH3:26])[C:18](=[O:27])[N:17]([CH2:28][CH2:29][CH3:30])[C:16]=3[CH:15]=2)=[CH:10][CH:9]=1.[F:31][C:32]1[CH:37]=[CH:36][C:35]([N:38]=[C:39]=[O:40])=[CH:34][CH:33]=1. Given the product [F:31][C:32]1[CH:37]=[CH:36][C:35]([NH:38][C:39](=[O:40])[N:7]([C:8]2[CH:9]=[CH:10][C:11]([C:14]3[NH:22][C:21]4[C:20](=[O:23])[N:19]([CH2:24][CH2:25][CH3:26])[C:18](=[O:27])[N:17]([CH2:28][CH2:29][CH3:30])[C:16]=4[CH:15]=3)=[CH:12][N:13]=2)[CH2:6][CH:2]2[CH2:3][CH2:4][CH2:5][O:1]2)=[CH:34][CH:33]=1, predict the reactants needed to synthesize it. (4) Given the product [CH3:9][N:8]([CH3:10])[C:6]1[CH:5]=[CH:4][CH:3]=[C:2]([Sn:20]([CH2:21][CH2:22][CH2:23][CH3:24])([CH2:25][CH2:26][CH2:27][CH3:28])[CH2:16][CH2:17][CH2:18][CH3:19])[N:7]=1, predict the reactants needed to synthesize it. The reactants are: Br[C:2]1[N:7]=[C:6]([N:8]([CH3:10])[CH3:9])[CH:5]=[CH:4][CH:3]=1.C([Li])CCC.[CH2:16]([Sn:20](Cl)([CH2:25][CH2:26][CH2:27][CH3:28])[CH2:21][CH2:22][CH2:23][CH3:24])[CH2:17][CH2:18][CH3:19].O. (5) Given the product [CH2:1]([N:5]([CH2:6][C:7]1[NH:8][C:9]2[CH:15]=[CH:14][CH:13]=[CH:12][C:10]=2[N:11]=1)[C:24](=[O:25])[C:23]1[CH:27]=[CH:28][CH:29]=[C:30]([F:31])[C:22]=1[F:21])[CH2:2][CH2:3][CH3:4], predict the reactants needed to synthesize it. The reactants are: [CH2:1]([NH:5][CH2:6][C:7]1[NH:8][C:9]2[CH:15]=[CH:14][CH:13]=[CH:12][C:10]=2[N:11]=1)[CH2:2][CH2:3][CH3:4].C([O-])(O)=O.[Na+].[F:21][C:22]1[C:30]([F:31])=[CH:29][CH:28]=[CH:27][C:23]=1[C:24](Cl)=[O:25]. (6) Given the product [ClH:19].[CH:21]([O:23][C:13]1[CH:12]=[CH:11][C:10]2[CH2:9][NH:8][CH2:17][CH:16]([CH3:18])[C:15]=2[N:14]=1)([CH3:22])[CH3:20], predict the reactants needed to synthesize it. The reactants are: C([N:8]1[CH2:17][CH:16]([CH3:18])[C:15]2[N:14]=[C:13]([Cl:19])[CH:12]=[CH:11][C:10]=2[CH2:9]1)C1C=CC=CC=1.[CH3:20][CH:21]([OH:23])[CH3:22]. (7) Given the product [Br:1][C:2]1[CH:3]=[C:4]2[C:9](=[CH:10][CH:11]=1)[N:8]=[C:7]([O:12][C@H:20]1[CH2:21][CH2:22][C@H:17]([C:13]([CH3:16])([CH3:15])[CH3:14])[CH2:18][CH2:19]1)[CH:6]=[CH:5]2, predict the reactants needed to synthesize it. The reactants are: [Br:1][C:2]1[CH:3]=[C:4]2[C:9](=[CH:10][CH:11]=1)[N:8]=[C:7]([OH:12])[CH:6]=[CH:5]2.[C:13]([C@@H:17]1[CH2:22][CH2:21][C@H:20](O)[CH2:19][CH2:18]1)([CH3:16])([CH3:15])[CH3:14].C1(P(C2C=CC=CC=2)C2C=CC=CC=2)C=CC=CC=1.C1(C)C=CC=CC=1.N(C(OC(C)C)=O)=NC(OC(C)C)=O.